Dataset: Reaction yield outcomes from USPTO patents with 853,638 reactions. Task: Predict the reaction yield, written as a fraction of the theoretical maximum amount of product (1.0 means a 100% yield; for example, 0.34 means a 34% yield). (1) The reactants are [N:1]1([C:11]2[C:20]3[C:15](=[CH:16][CH:17]=[C:18]([C:21]4[CH:22]=[C:23]5[N:29]=[C:28]([CH3:30])[N:27](COCC[Si](C)(C)C)[C:24]5=[N:25][CH:26]=4)[CH:19]=3)[N:14]=[CH:13][N:12]=2)[C:10]2[C:5](=[CH:6][CH:7]=[CH:8][CH:9]=2)[CH2:4][CH2:3][CH2:2]1.FC(F)(F)C(O)=O. The catalyst is ClCCl. The product is [N:1]1([C:11]2[C:20]3[C:15](=[CH:16][CH:17]=[C:18]([C:21]4[CH:22]=[C:23]5[N:29]=[C:28]([CH3:30])[NH:27][C:24]5=[N:25][CH:26]=4)[CH:19]=3)[N:14]=[CH:13][N:12]=2)[C:10]2[C:5](=[CH:6][CH:7]=[CH:8][CH:9]=2)[CH2:4][CH2:3][CH2:2]1. The yield is 0.230. (2) The product is [NH:1]1[C:5]2=[N:6][CH:7]=[CH:8][CH:9]=[C:4]2[C:3]([CH:10]=[C:11]2[C:12](=[O:32])[CH:13]=[C:14]([NH:16][C:17]3[CH:22]=[CH:21][C:20]([O:23][CH3:24])=[CH:19][C:18]=3[O:25][CH3:26])[O:15]2)=[CH:2]1. The catalyst is CN(C)C=O. The reactants are [NH:1]1[C:5]2=[N:6][CH:7]=[CH:8][CH:9]=[C:4]2[C:3]([CH:10]=[C:11]2[O:15][C:14]([NH:16][C:17]3[CH:22]=[CH:21][C:20]([O:23][CH3:24])=[CH:19][C:18]=3[O:25][CH3:26])=[C:13](C(OCC)=O)[C:12]2=[O:32])=[CH:2]1. The yield is 0.180. (3) The reactants are Br[C:2]1[CH:12]=[CH:11][CH:10]=[C:9]([O:13][CH3:14])[C:3]=1[C:4]([O:6][CH2:7][CH3:8])=[O:5].[CH3:15][N:16]1[C:20](B2OC(C)(C)C(C)(C)O2)=[C:19]([CH3:30])[CH:18]=[N:17]1.C([O-])([O-])=O.[Na+].[Na+]. The catalyst is COCCOC.O.C1C=CC([P]([Pd]([P](C2C=CC=CC=2)(C2C=CC=CC=2)C2C=CC=CC=2)([P](C2C=CC=CC=2)(C2C=CC=CC=2)C2C=CC=CC=2)[P](C2C=CC=CC=2)(C2C=CC=CC=2)C2C=CC=CC=2)(C2C=CC=CC=2)C2C=CC=CC=2)=CC=1. The product is [CH3:15][N:16]1[C:20]([C:2]2[CH:12]=[CH:11][CH:10]=[C:9]([O:13][CH3:14])[C:3]=2[C:4]([O:6][CH2:7][CH3:8])=[O:5])=[C:19]([CH3:30])[CH:18]=[N:17]1. The yield is 0.950. (4) The product is [N:12]1([S:9]([C:4]2[C:5]([NH2:8])=[N:6][CH:7]=[C:2]([C:31]3[CH:32]=[C:33]4[C:28](=[CH:29][CH:30]=3)[N:27]=[CH:26][CH:25]=[C:24]4[C:21]3[CH:22]=[CH:23][N:18]=[CH:19][CH:20]=3)[CH:3]=2)(=[O:11])=[O:10])[CH2:17][CH2:16][O:15][CH2:14][CH2:13]1. The catalyst is C1(P(C2C=CC=CC=2)[C-]2C=CC=C2)C=CC=CC=1.[C-]1(P(C2C=CC=CC=2)C2C=CC=CC=2)C=CC=C1.[Fe+2].Cl[Pd]Cl.O1CCOCC1. The yield is 0.370. The reactants are Br[C:2]1[CH:3]=[C:4]([S:9]([N:12]2[CH2:17][CH2:16][O:15][CH2:14][CH2:13]2)(=[O:11])=[O:10])[C:5]([NH2:8])=[N:6][CH:7]=1.[N:18]1[CH:23]=[CH:22][C:21]([C:24]2[C:33]3[C:28](=[CH:29][CH:30]=[C:31](B4OC(C)(C)C(C)(C)O4)[CH:32]=3)[N:27]=[CH:26][CH:25]=2)=[CH:20][CH:19]=1.ClCCl.C([O-])([O-])=O.[K+].[K+]. (5) The reactants are [O:1]1[C:5]2[CH:6]=[CH:7][C:8]([C:10]3([C:13]([NH:15][C:16]4[CH:17]=[C:18]5[C:22](=[CH:23][C:24]=4[F:25])[NH:21][CH:20]([C:26]([CH3:29])([CH3:28])[CH3:27])[CH2:19]5)=[O:14])[CH2:12][CH2:11]3)=[CH:9][C:4]=2[O:3][CH2:2]1.[CH2:30]([O:37]CCC=O)[C:31]1C=CC=C[CH:32]=1.[BH-](OC(C)=O)(OC(C)=O)OC(C)=O.[Na+]. The catalyst is ClCCl. The product is [O:1]1[C:5]2[CH:6]=[CH:7][C:8]([C:10]3([C:13]([NH:15][C:16]4[CH:17]=[C:18]5[C:22](=[CH:23][C:24]=4[F:25])[N:21]([CH2:32][CH2:31][CH2:30][OH:37])[C:20]([C:26]([CH3:29])([CH3:28])[CH3:27])=[CH:19]5)=[O:14])[CH2:12][CH2:11]3)=[CH:9][C:4]=2[O:3][CH2:2]1. The yield is 0.0800. (6) The reactants are [CH3:1][C:2]1[CH:11]=[CH:10][C:5]([C:6](OC)=[O:7])=[CH:4][N:3]=1.[H-].[Al+3].[Li+].[H-].[H-].[H-].C(OCC)(=O)C. The catalyst is C1COCC1. The product is [CH3:1][C:2]1[CH:11]=[CH:10][C:5]([CH:6]=[O:7])=[CH:4][N:3]=1. The yield is 0.800. (7) The reactants are [Cl:1][C:2]1[CH:7]=[CH:6][C:5]([S:8]([N:11]([C@H:22]([CH2:26][CH:27]([CH3:29])[CH3:28])[C:23]([NH2:25])=[O:24])[CH2:12][C:13]2[CH:18]=[CH:17][C:16]([CH2:19][NH:20][CH3:21])=[CH:15][CH:14]=2)(=[O:10])=[O:9])=[CH:4][CH:3]=1.[OH:30]N1C2C=CC=CC=2N=N1.Cl.[CH3:41][N:42]([CH3:51])[CH2:43][CH2:44]CN=C=NCC. The catalyst is C(Cl)Cl. The product is [Cl:1][C:2]1[CH:3]=[CH:4][C:5]([S:8]([N:11]([C@H:22]([CH2:26][CH:27]([CH3:29])[CH3:28])[C:23]([NH2:25])=[O:24])[CH2:12][C:13]2[CH:18]=[CH:17][C:16]([CH2:19][N:20]([C:44](=[O:30])[CH2:43][N:42]([CH3:51])[CH3:41])[CH3:21])=[CH:15][CH:14]=2)(=[O:10])=[O:9])=[CH:6][CH:7]=1. The yield is 0.680.